Dataset: Reaction yield outcomes from USPTO patents with 853,638 reactions. Task: Predict the reaction yield, written as a fraction of the theoretical maximum amount of product (1.0 means a 100% yield; for example, 0.34 means a 34% yield). The reactants are [O:1]=[C:2]1[CH2:7][CH2:6][CH2:5][CH2:4][CH:3]1[C:8]([O:10][CH2:11][CH3:12])=[O:9].[Br:13]Br. The catalyst is C(OCC)C. The product is [CH2:11]([O:10][C:8]([C:3]1[CH2:4][CH2:5][CH2:6][CH:7]([Br:13])[C:2]=1[OH:1])=[O:9])[CH3:12]. The yield is 0.810.